From a dataset of Peptide-MHC class I binding affinity with 185,985 pairs from IEDB/IMGT. Regression. Given a peptide amino acid sequence and an MHC pseudo amino acid sequence, predict their binding affinity value. This is MHC class I binding data. (1) The peptide sequence is SPRSRNRSF. The MHC is HLA-A26:01 with pseudo-sequence HLA-A26:01. The binding affinity (normalized) is 0.0847. (2) The peptide sequence is VQYIKFIFL. The MHC is H-2-Kb with pseudo-sequence H-2-Kb. The binding affinity (normalized) is 0.868. (3) The peptide sequence is RSLFNTIAVLY. The MHC is HLA-A01:01 with pseudo-sequence HLA-A01:01. The binding affinity (normalized) is 0.0847. (4) The binding affinity (normalized) is 0. The MHC is HLA-A11:01 with pseudo-sequence HLA-A11:01. The peptide sequence is RPDTRHLRVL. (5) The peptide sequence is ALINLVQYRI. The MHC is HLA-A02:02 with pseudo-sequence HLA-A02:02. The binding affinity (normalized) is 0.804. (6) The peptide sequence is LLRALRLTK. The MHC is HLA-A31:01 with pseudo-sequence HLA-A31:01. The binding affinity (normalized) is 0.376. (7) The peptide sequence is MITMSAFLI. The MHC is HLA-A02:01 with pseudo-sequence HLA-A02:01. The binding affinity (normalized) is 0.441.